This data is from Forward reaction prediction with 1.9M reactions from USPTO patents (1976-2016). The task is: Predict the product of the given reaction. (1) Given the reactants [CH3:1][C:2]1[N:3]([C:8]2[CH:12]=[C:11]([C:13](=[O:18])N(OC)C)[N:10]([CH2:19][CH2:20][NH:21][C:22](=[O:28])[O:23][C:24]([CH3:27])([CH3:26])[CH3:25])[N:9]=2)[C:4]([CH3:7])=[CH:5][CH:6]=1.[CH3:29][Mg+].[Br-], predict the reaction product. The product is: [C:13]([C:11]1[N:10]([CH2:19][CH2:20][NH:21][C:22](=[O:28])[O:23][C:24]([CH3:26])([CH3:25])[CH3:27])[N:9]=[C:8]([N:3]2[C:4]([CH3:7])=[CH:5][CH:6]=[C:2]2[CH3:1])[CH:12]=1)(=[O:18])[CH3:29]. (2) Given the reactants [Br:1][C:2]1[CH:3]=[N:4][N:5]([C:7]2[CH:12]=[CH:11][N:10]=[CH:9][C:8]=2F)[CH:6]=1.[NH:14]1[CH2:19][CH2:18][CH:17]([C:20]([O:22][CH2:23][CH3:24])=[O:21])[CH2:16][CH2:15]1, predict the reaction product. The product is: [Br:1][C:2]1[CH:3]=[N:4][N:5]([C:7]2[CH:12]=[CH:11][N:10]=[CH:9][C:8]=2[N:14]2[CH2:19][CH2:18][CH:17]([C:20]([O:22][CH2:23][CH3:24])=[O:21])[CH2:16][CH2:15]2)[CH:6]=1. (3) Given the reactants [NH2:1][CH2:2][C@H:3]1[CH2:8][CH2:7][C@H:6]([C:9]2[NH:17][C:16]3[C:15]4=[N:18][C@H:19]([CH2:21][C:22]5[CH:27]=[CH:26][CH:25]=[CH:24][CH:23]=5)[CH2:20][N:14]4[C:13](=[O:28])[N:12]([CH2:29][CH2:30][CH3:31])[C:11]=3[N:10]=2)[CH2:5][CH2:4]1.[C:32](OC(=O)C)(=[O:34])[CH3:33].N1C=CC=CC=1.C(=O)([O-])O.[Na+].C(Cl)[Cl:51], predict the reaction product. The product is: [ClH:51].[C:32]([NH:1][CH2:2][C@H:3]1[CH2:4][CH2:5][C@H:6]([C:9]2[NH:17][C:16]3[C:15]4=[N:18][C@H:19]([CH2:21][C:22]5[CH:23]=[CH:24][CH:25]=[CH:26][CH:27]=5)[CH2:20][N:14]4[C:13](=[O:28])[N:12]([CH2:29][CH2:30][CH3:31])[C:11]=3[N:10]=2)[CH2:7][CH2:8]1)(=[O:34])[CH3:33]. (4) The product is: [ClH:36].[F:1][C:2]1[CH:3]=[CH:4][C:5]([C:8]2[C:9]([N:14]3[CH2:15][CH2:16][N:17]([CH2:20][C:22]4[CH:23]=[N:24][N:25]([CH:27]([CH3:29])[CH3:28])[CH:26]=4)[CH2:18][CH2:19]3)=[N:10][CH:11]=[CH:12][CH:13]=2)=[CH:6][CH:7]=1. Given the reactants [F:1][C:2]1[CH:7]=[CH:6][C:5]([C:8]2[C:9]([N:14]3[CH2:19][CH2:18][N:17]([C:20]([C:22]4[CH:23]=[N:24][N:25]([CH:27]([CH3:29])[CH3:28])[CH:26]=4)=O)[CH2:16][CH2:15]3)=[N:10][CH:11]=[CH:12][CH:13]=2)=[CH:4][CH:3]=1.CSC.B.[OH-].[Na+].[Cl-:36].[NH4+], predict the reaction product. (5) Given the reactants [F:1][C:2]1[CH:7]=[CH:6][CH:5]=[C:4]([F:8])[C:3]=1[C:9]([NH:11][C:12]1[CH:21]=[CH:20][C:15]([C:16](OC)=[O:17])=[CH:14][CH:13]=1)=[O:10].O.[NH2:23][NH2:24], predict the reaction product. The product is: [F:1][C:2]1[CH:7]=[CH:6][CH:5]=[C:4]([F:8])[C:3]=1[C:9]([NH:11][C:12]1[CH:21]=[CH:20][C:15]([C:16]([NH:23][NH2:24])=[O:17])=[CH:14][CH:13]=1)=[O:10]. (6) The product is: [Cl:28][C:29]1[CH:30]=[C:31]([C:36]2[C:44]([C:45]([NH2:47])=[O:46])=[C:39]3[CH2:40][N:41]([C:52]([NH:25][CH:4]4[CH2:5][CH2:6][C:2]([F:1])([F:10])[CH2:3]4)=[O:51])[CH2:42][CH2:43][N:38]3[N:37]=2)[CH:32]=[CH:33][C:34]=1[F:35]. Given the reactants [F:1][C:2]1([F:10])[CH2:6][CH2:5][CH:4](C(O)=O)[CH2:3]1.C1C=CC(P([N:25]=[N+]=[N-])(C2C=CC=CC=2)=O)=CC=1.[Cl:28][C:29]1[CH:30]=[C:31]([C:36]2[C:44]([C:45]([NH2:47])=[O:46])=[C:39]3[CH2:40][NH:41][CH2:42][CH2:43][N:38]3[N:37]=2)[CH:32]=[CH:33][C:34]=1[F:35].C1[CH2:52][O:51]CC1, predict the reaction product. (7) Given the reactants [F:1][C:2]([F:14])([F:13])[O:3][C:4]1[CH:5]=[C:6](B(O)O)[CH:7]=[CH:8][CH:9]=1.Cl[C:16]1[C:17]([N:22]2[CH2:27][CH2:26][N:25]([CH2:28][C:29]3[C:30]([CH3:35])=[N:31][N:32]([CH3:34])[CH:33]=3)[CH2:24][CH2:23]2)=[N:18][CH:19]=[CH:20][N:21]=1.CN(C)C(=O)C.C(=O)([O-])[O-].[K+].[K+], predict the reaction product. The product is: [CH3:34][N:32]1[CH:33]=[C:29]([CH2:28][N:25]2[CH2:24][CH2:23][N:22]([C:17]3[C:16]([C:6]4[CH:7]=[CH:8][CH:9]=[C:4]([O:3][C:2]([F:14])([F:13])[F:1])[CH:5]=4)=[N:21][CH:20]=[CH:19][N:18]=3)[CH2:27][CH2:26]2)[C:30]([CH3:35])=[N:31]1. (8) The product is: [O:1]1[C:5]2[CH:6]=[CH:7][CH:8]=[CH:9][C:4]=2[CH:3]=[C:2]1[S:10]([NH:13][C:14]1[CH:19]=[C:18]([Cl:20])[CH:17]=[CH:16][C:15]=1[S:21]([CH2:22][CH2:23][C:24]([O:26][CH3:27])=[O:25])=[O:36])(=[O:11])=[O:12]. Given the reactants [O:1]1[C:5]2[CH:6]=[CH:7][CH:8]=[CH:9][C:4]=2[CH:3]=[C:2]1[S:10]([NH:13][C:14]1[CH:19]=[C:18]([Cl:20])[CH:17]=[CH:16][C:15]=1[S:21][CH2:22][CH2:23][C:24]([O:26][CH3:27])=[O:25])(=[O:12])=[O:11].C1C=C(Cl)C=C(C(OO)=[O:36])C=1, predict the reaction product. (9) Given the reactants C([O:5][C:6]([C:8]1([CH2:12][NH:13][S:14]([C:17]2[CH:22]=[CH:21][CH:20]=[C:19]([C:23]([N:25]3[CH2:46][CH2:45][C:28]4([NH:32]/[C:31](=[N:33]/[C:34]([C:36]5[C:41]([NH2:42])=[N:40][C:39]([NH2:43])=[C:38]([Cl:44])[N:37]=5)=[O:35])/[NH:30][CH2:29]4)[CH2:27][CH2:26]3)=[O:24])[CH:18]=2)(=[O:16])=[O:15])[CH2:11][CH2:10][CH2:9]1)=[O:7])(C)(C)C.O1CCOCC1, predict the reaction product. The product is: [NH2:42][C:41]1[C:36]([C:34](/[N:33]=[C:31]2/[NH:32][C:28]3([CH2:45][CH2:46][N:25]([C:23]([C:19]4[CH:18]=[C:17]([S:14]([NH:13][CH2:12][C:8]5([C:6]([OH:7])=[O:5])[CH2:9][CH2:10][CH2:11]5)(=[O:15])=[O:16])[CH:22]=[CH:21][CH:20]=4)=[O:24])[CH2:26][CH2:27]3)[CH2:29][NH:30]/2)=[O:35])=[N:37][C:38]([Cl:44])=[C:39]([NH2:43])[N:40]=1.